Dataset: Peptide-MHC class II binding affinity with 134,281 pairs from IEDB. Task: Regression. Given a peptide amino acid sequence and an MHC pseudo amino acid sequence, predict their binding affinity value. This is MHC class II binding data. (1) The peptide sequence is AIKAGTGGAYESYKF. The MHC is HLA-DPA10201-DPB11401 with pseudo-sequence HLA-DPA10201-DPB11401. The binding affinity (normalized) is 0.350. (2) The binding affinity (normalized) is 0.126. The peptide sequence is AFILDGDNLFPKV. The MHC is DRB1_1101 with pseudo-sequence DRB1_1101. (3) The peptide sequence is TLGSTSADEVQRMMA. The MHC is DRB1_0101 with pseudo-sequence DRB1_0101. The binding affinity (normalized) is 0.284. (4) The peptide sequence is EKKYQAATQFEPLAA. The MHC is HLA-DPA10103-DPB10401 with pseudo-sequence HLA-DPA10103-DPB10401. The binding affinity (normalized) is 0.621. (5) The peptide sequence is QWAQDLTLPWQSGSG. The MHC is DRB3_0202 with pseudo-sequence DRB3_0202. The binding affinity (normalized) is 0. (6) The peptide sequence is YDKFLANVSTVLYGK. The MHC is DRB1_1302 with pseudo-sequence DRB1_1302. The binding affinity (normalized) is 0.992.